From a dataset of Catalyst prediction with 721,799 reactions and 888 catalyst types from USPTO. Predict which catalyst facilitates the given reaction. (1) Reactant: Cl[CH2:2][C:3](=O)[CH3:4].[Br-].[Li+].C[O:9][C:10](=[O:20])[CH2:11][CH2:12][C:13]1[CH:18]=[CH:17][C:16]([F:19])=[CH:15][N:14]=1. Product: [F:19][C:16]1[CH:17]=[CH:18][C:13]2[N:14]([CH:2]=[C:3]([CH3:4])[C:12]=2[CH2:11][C:10]([OH:9])=[O:20])[CH:15]=1. The catalyst class is: 10. (2) Reactant: [CH3:1][O:2][CH2:3][CH2:4][NH2:5].[O:6]=[C:7]1[C:15]2[CH:14]=[C:13]([C:16]([O:18][CH3:19])=[O:17])[S:12][C:11]=2[C:10](=[O:20])[CH:9]=[CH:8]1. The catalyst class is: 7. Product: [CH3:1][O:2][CH2:3][CH2:4][NH:5][C:8]1[C:7](=[O:6])[C:15]2[CH:14]=[C:13]([C:16]([O:18][CH3:19])=[O:17])[S:12][C:11]=2[C:10](=[O:20])[CH:9]=1. (3) Reactant: CC1(C)CCCC(C)(C)N1.C([Li])CCC.[C:16]([Si:20]([O:23][CH2:24][CH2:25][C:26]1[CH:31]=[CH:30][C:29]([F:32])=[CH:28][CH:27]=1)([CH3:22])[CH3:21])([CH3:19])([CH3:18])[CH3:17].CN([CH:36]=[O:37])C. Product: [Si:20]([O:23][CH2:24][CH2:25][C:26]1[CH:31]=[CH:30][C:29]([F:32])=[C:28]([CH:27]=1)[CH:36]=[O:37])([C:16]([CH3:19])([CH3:17])[CH3:18])([CH3:21])[CH3:22]. The catalyst class is: 1. (4) Reactant: [C:1](Cl)(Cl)=[O:2].[Cl:5][C:6]1[N:11]=[CH:10][C:9]([NH2:12])=[C:8]([NH:13][CH:14]([CH3:16])[CH3:15])[CH:7]=1.C(N(CC)CC)C. The catalyst class is: 30. Product: [Cl:5][C:6]1[N:11]=[CH:10][C:9]2[NH:12][C:1](=[O:2])[N:13]([CH:14]([CH3:16])[CH3:15])[C:8]=2[CH:7]=1. (5) Reactant: [O:1]1[C:5]2[CH:6]=[CH:7][C:8]([C:10]3([C:13]([NH:15][C:16]4[CH:17]=[C:18]5[C:22](=[C:23]([C:25]#[N:26])[CH:24]=4)[NH:21][C:20]([C:27]([CH3:30])([CH3:29])[CH3:28])=[CH:19]5)=[O:14])[CH2:12][CH2:11]3)=[CH:9][C:4]=2[O:3][CH2:2]1.[OH:31]O.[OH-].[Na+]. Product: [O:1]1[C:5]2[CH:6]=[CH:7][C:8]([C:10]3([C:13]([NH:15][C:16]4[CH:17]=[C:18]5[C:22](=[C:23]([C:25]([NH2:26])=[O:31])[CH:24]=4)[NH:21][C:20]([C:27]([CH3:30])([CH3:29])[CH3:28])=[CH:19]5)=[O:14])[CH2:12][CH2:11]3)=[CH:9][C:4]=2[O:3][CH2:2]1. The catalyst class is: 5.